From a dataset of Reaction yield outcomes from USPTO patents with 853,638 reactions. Predict the reaction yield, written as a fraction of the theoretical maximum amount of product (1.0 means a 100% yield; for example, 0.34 means a 34% yield). (1) The reactants are [CH:1]1([C:4]2[C:13](/[CH:14]=[CH:15]/[C@@H:16]([OH:24])[CH2:17][C@@H:18]([OH:23])[CH2:19][C:20]([OH:22])=[O:21])=[C:12]([C:25]3[CH:30]=[CH:29][C:28]([F:31])=[CH:27][CH:26]=3)[C:11]3[C:6](=[CH:7][CH:8]=[CH:9][CH:10]=3)[N:5]=2)[CH2:3][CH2:2]1.CO[N-]C.C(O)C.[OH-].[Na+]. The catalyst is O. The product is [CH:4]([NH:5][CH:6]([CH3:11])[CH3:7])([CH3:13])[CH3:1].[CH:1]1([C:4]2[C:13](/[CH:14]=[CH:15]/[C@@H:16]([OH:24])[CH2:17][C@@H:18]([OH:23])[CH2:19][C:20]([OH:22])=[O:21])=[C:12]([C:25]3[CH:30]=[CH:29][C:28]([F:31])=[CH:27][CH:26]=3)[C:11]3[C:6](=[CH:7][CH:8]=[CH:9][CH:10]=3)[N:5]=2)[CH2:3][CH2:2]1. The yield is 0.900. (2) The catalyst is ClCCl. The reactants are [CH:1]([N:4]1[C:13]2[C:8](=[CH:9][C:10]([CH3:14])=[CH:11][CH:12]=2)[N:7]([CH:15]([CH3:17])[CH3:16])[CH2:6][CH2:5]1)([CH3:3])[CH3:2].[Br-:18].[Br-].[Br-].C([N+](CCCC)(CCCC)CCCC)CCC.C([N+](CCCC)(CCCC)CCCC)CCC.C([N+](CCCC)(CCCC)CCCC)CCC. The yield is 0.700. The product is [Br:18][C:11]1[CH:12]=[C:13]2[C:8]([N:7]([CH:15]([CH3:17])[CH3:16])[CH2:6][CH2:5][N:4]2[CH:1]([CH3:3])[CH3:2])=[CH:9][C:10]=1[CH3:14]. (3) The reactants are [NH2:1][C@H:2]([C:13](O)=[O:14])[CH2:3][C:4]1[C:12]2[C:7](=[CH:8][CH:9]=[CH:10][CH:11]=2)[NH:6][CH:5]=1. The catalyst is CO[2H]. The product is [NH2:1][CH:2]([CH2:3][C:4]1[C:12]2[C:7](=[CH:8][CH:9]=[CH:10][CH:11]=2)[NH:6][CH:5]=1)[CH2:13][OH:14]. The yield is 0.920. (4) The reactants are C([Si](C1C=CC=CC=1)(C1C=CC=CC=1)[O:6][CH2:7][CH2:8][O:9][C:10]1[CH:15]=[CH:14][C:13](/[CH:16]=[CH:17]/[C:18]([NH:20][S:21]([CH2:24][CH2:25][CH2:26][CH2:27][CH3:28])(=[O:23])=[O:22])=[O:19])=[C:12]([O:29][C:30]2[C:35]([Cl:36])=[CH:34][C:33]([C:37]([F:40])([F:39])[F:38])=[CH:32][N:31]=2)[CH:11]=1)(C)(C)C.[F-].C([N+](CCCC)(CCCC)CCCC)CCC.Cl. The catalyst is O1CCCC1.C(OCC)(=O)C. The product is [OH2:6].[Cl:36][C:35]1[C:30]([O:29][C:12]2[CH:11]=[C:10]([O:9][CH2:8][CH2:7][OH:6])[CH:15]=[CH:14][C:13]=2/[CH:16]=[CH:17]/[C:18]([NH:20][S:21]([CH2:24][CH2:25][CH2:26][CH2:27][CH3:28])(=[O:23])=[O:22])=[O:19])=[N:31][CH:32]=[C:33]([C:37]([F:39])([F:38])[F:40])[CH:34]=1. The yield is 0.690. (5) The reactants are [CH3:1][N:2]([C@@H:4]1[C:22](=[O:23])[C:21]([C:24]([NH2:26])=[O:25])=[C:20]([OH:27])[C@:19]2([OH:28])[C@H:5]1[CH2:6][C@H:7]1[C:16]([C:17]2=[O:18])=[C:15]([OH:29])[C:14]2[C:9](=[C:10](I)[CH:11]=[CH:12][C:13]=2[OH:30])[CH2:8]1)[CH3:3]. The catalyst is CC([O-])=O.CC([O-])=O.[Pd+2].CO. The product is [CH3:1][N:2]([C@@H:4]1[C:22](=[O:23])[C:21]([C:24]([NH2:26])=[O:25])=[C:20]([OH:27])[C@:19]2([OH:28])[C@H:5]1[CH2:6][C@H:7]1[C:16]([C:17]2=[O:18])=[C:15]([OH:29])[C:14]2[C:9](=[C:10]([C:4]3[CH:22]=[CH:21][CH:20]=[CH:19][CH:5]=3)[CH:11]=[CH:12][C:13]=2[OH:30])[CH2:8]1)[CH3:3]. The yield is 0.420.